From a dataset of Reaction yield outcomes from USPTO patents with 853,638 reactions. Predict the reaction yield, written as a fraction of the theoretical maximum amount of product (1.0 means a 100% yield; for example, 0.34 means a 34% yield). The reactants are Cl[C:2]1[CH:7]=[C:6]([C:8]2([C:19]3[CH:24]=[C:23]([CH3:25])[N:22]=[C:21]([CH:26]([F:28])[F:27])[CH:20]=3)[C:16]3[C:11](=[C:12]([F:17])[CH:13]=[CH:14][CH:15]=3)[C:10]([NH2:18])=[N:9]2)[CH:5]=[CH:4][N:3]=1.[N:29]1[CH:34]=[C:33](B(O)O)[CH:32]=[N:31][CH:30]=1.C(=O)([O-])[O-].[Na+].[Na+]. The catalyst is C1COCC1.Cl[Pd]Cl.C1(P(C2C=CC=CC=2)[C-]2C=CC=C2)C=CC=CC=1.[C-]1(P(C2C=CC=CC=2)C2C=CC=CC=2)C=CC=C1.[Fe+2]. The product is [F:28][CH:26]([F:27])[C:21]1[CH:20]=[C:19]([C:8]2([C:6]3[CH:5]=[CH:4][N:3]=[C:2]([C:33]4[CH:34]=[N:29][CH:30]=[N:31][CH:32]=4)[CH:7]=3)[C:16]3[C:11](=[C:12]([F:17])[CH:13]=[CH:14][CH:15]=3)[C:10]([NH2:18])=[N:9]2)[CH:24]=[C:23]([CH3:25])[N:22]=1. The yield is 0.140.